This data is from Reaction yield outcomes from USPTO patents with 853,638 reactions. The task is: Predict the reaction yield, written as a fraction of the theoretical maximum amount of product (1.0 means a 100% yield; for example, 0.34 means a 34% yield). (1) The reactants are [CH3:1][C:2]1[C:7]([CH2:8][C:9]([O:11][CH3:12])=[O:10])=[C:6]([C:13]2[CH:18]=[CH:17][C:16]([CH3:19])=[CH:15][CH:14]=2)[N:5]=[C:4]([N:20]2[CH2:25][CH2:24][CH2:23][CH2:22][CH2:21]2)[N:3]=1.[Li+].C[Si]([N-][Si](C)(C)C)(C)C.C1COCC1.[CH2:41](Br)[C:42]1[CH:47]=[CH:46][CH:45]=[CH:44][CH:43]=1. The catalyst is CN(C=O)C. The product is [CH3:1][C:2]1[C:7]([CH:8]([CH2:41][C:42]2[CH:47]=[CH:46][CH:45]=[CH:44][CH:43]=2)[C:9]([O:11][CH3:12])=[O:10])=[C:6]([C:13]2[CH:18]=[CH:17][C:16]([CH3:19])=[CH:15][CH:14]=2)[N:5]=[C:4]([N:20]2[CH2:21][CH2:22][CH2:23][CH2:24][CH2:25]2)[N:3]=1. The yield is 0.600. (2) The reactants are [F:1][C:2]1[CH:3]=[C:4]([C:9]2[CH:14]=[CH:13][C:12]([C:15]([NH:17][C@@H:18]([C:30]([O:32][CH2:33][C:34]3[CH:39]=[CH:38][CH:37]=[CH:36][CH:35]=3)=[O:31])[CH2:19][C:20]([O:22][CH2:23][C:24]3[CH:29]=[CH:28][CH:27]=[CH:26][CH:25]=3)=[O:21])=[O:16])=[C:11]([N+:40]([O-])=O)[CH:10]=2)[CH:5]=[CH:6][C:7]=1[F:8].[H][H]. The catalyst is CO. The product is [NH2:40][C:11]1[CH:10]=[C:9]([C:4]2[CH:5]=[CH:6][C:7]([F:8])=[C:2]([F:1])[CH:3]=2)[CH:14]=[CH:13][C:12]=1[C:15]([NH:17][C@@H:18]([C:30]([O:32][CH2:33][C:34]1[CH:35]=[CH:36][CH:37]=[CH:38][CH:39]=1)=[O:31])[CH2:19][C:20]([O:22][CH2:23][C:24]1[CH:25]=[CH:26][CH:27]=[CH:28][CH:29]=1)=[O:21])=[O:16]. The yield is 0.940. (3) The reactants are Cl.[N:2]1([S:8]([C:11]2[CH:19]=[C:18]3[C:14]([CH:15]=[CH:16][NH:17]3)=[CH:13][CH:12]=2)(=[O:10])=[O:9])[CH2:7][CH2:6][NH:5][CH2:4][CH2:3]1.[Cl:20]N1C(=O)CCC1=O. The catalyst is CN(C)C=O. The product is [Cl:20][C:15]1[C:14]2[C:18](=[CH:19][C:11]([S:8]([N:2]3[CH2:7][CH2:6][NH:5][CH2:4][CH2:3]3)(=[O:10])=[O:9])=[CH:12][CH:13]=2)[NH:17][CH:16]=1. The yield is 0.840. (4) The reactants are [NH2:1][C:2]1[CH:7]=[CH:6][CH:5]=[CH:4][C:3]=1[NH:8][C:9]([C:11]1[C:15]([NH:16][C:17](=[O:30])[C:18]2[CH:23]=[C:22]([C:24]([CH3:27])([CH3:26])[CH3:25])[CH:21]=[CH:20][C:19]=2[O:28][CH3:29])=[CH:14][NH:13][N:12]=1)=O. The catalyst is C(O)(=O)C. The product is [NH:8]1[C:3]2[CH:4]=[CH:5][CH:6]=[CH:7][C:2]=2[N:1]=[C:9]1[C:11]1[C:15]([NH:16][C:17](=[O:30])[C:18]2[CH:23]=[C:22]([C:24]([CH3:25])([CH3:26])[CH3:27])[CH:21]=[CH:20][C:19]=2[O:28][CH3:29])=[CH:14][NH:13][N:12]=1. The yield is 0.620. (5) The product is [O:1]1[C:5]2[CH:6]=[CH:7][CH:8]=[CH:9][C:4]=2[CH:3]=[C:2]1[C:10]1[CH:31]=[CH:30][C:13]([C:14]([NH:16][S:17]([C:20]2[CH:25]=[CH:24][CH:23]=[CH:22][C:21]=2[S:26](=[O:29])(=[O:28])[NH2:27])(=[O:19])=[O:18])=[O:15])=[CH:12][C:11]=1[C:37]#[C:36][C:34]([OH:38])([CH3:35])[CH3:33]. No catalyst specified. The reactants are [O:1]1[C:5]2[CH:6]=[CH:7][CH:8]=[CH:9][C:4]=2[CH:3]=[C:2]1[C:10]1[CH:31]=[CH:30][C:13]([C:14]([NH:16][S:17]([C:20]2[CH:25]=[CH:24][CH:23]=[CH:22][C:21]=2[S:26](=[O:29])(=[O:28])[NH2:27])(=[O:19])=[O:18])=[O:15])=[CH:12][C:11]=1Br.[CH3:33][C:34]([OH:38])([C:36]#[CH:37])[CH3:35]. The yield is 0.340.